Dataset: Forward reaction prediction with 1.9M reactions from USPTO patents (1976-2016). Task: Predict the product of the given reaction. (1) Given the reactants CS(O[CH2:6][CH2:7][C:8]1[CH:13]=[CH:12][C:11]([N+:14]([O-:16])=[O:15])=[CH:10][CH:9]=1)(=O)=O.C(=O)([O-])[O-].[K+].[K+].[C:23]([O:27][CH3:28])(=[O:26])[CH2:24][SH:25], predict the reaction product. The product is: [CH3:28][O:27][C:23](=[O:26])[CH2:24][S:25][CH2:6][CH2:7][C:8]1[CH:9]=[CH:10][C:11]([N+:14]([O-:16])=[O:15])=[CH:12][CH:13]=1. (2) Given the reactants [F:1][C:2]([F:22])([F:21])[O:3][C:4]1[CH:20]=[CH:19][C:7]([CH2:8][O:9][C:10]2[CH:15]=[CH:14][C:13]([C:16](=O)[CH3:17])=[CH:12][CH:11]=2)=[CH:6][CH:5]=1.C([O-])(=O)C.[NH4+].C([BH3-])#[N:29].[Na+], predict the reaction product. The product is: [F:1][C:2]([F:22])([F:21])[O:3][C:4]1[CH:20]=[CH:19][C:7]([CH2:8][O:9][C:10]2[CH:15]=[CH:14][C:13]([CH:16]([NH2:29])[CH3:17])=[CH:12][CH:11]=2)=[CH:6][CH:5]=1. (3) Given the reactants [Cl:1][C:2]1[C:11]2[C:6](=[CH:7][CH:8]=[C:9]([F:12])[CH:10]=2)[C:5]([OH:13])=[CH:4][N:3]=1.C([O-])([O-])=O.[K+].[K+].[CH2:20](I)[CH3:21], predict the reaction product. The product is: [Cl:1][C:2]1[C:11]2[C:6](=[CH:7][CH:8]=[C:9]([F:12])[CH:10]=2)[C:5]([O:13][CH2:20][CH3:21])=[CH:4][N:3]=1. (4) Given the reactants FC(F)(F)C(O)=O.C(OC([N:15]1[CH2:20][CH2:19][CH:18]([N:21]2[CH:25]=[C:24]([C:26]3[C:27]([O:41][C:42]4[CH:47]=[CH:46][C:45]([Cl:48])=[CH:44][C:43]=4[C:49]#[N:50])=[C:28]4[C:33](=[CH:34][CH:35]=3)[N:32]([C:36]([O:38][CH3:39])=[O:37])[C@@H:31]([CH3:40])[CH2:30][CH2:29]4)[CH:23]=[N:22]2)[CH2:17][CH2:16]1)=O)(C)(C)C, predict the reaction product. The product is: [Cl:48][C:45]1[CH:46]=[CH:47][C:42]([O:41][C:27]2[C:26]([C:24]3[CH:23]=[N:22][N:21]([CH:18]4[CH2:19][CH2:20][NH:15][CH2:16][CH2:17]4)[CH:25]=3)=[CH:35][CH:34]=[C:33]3[C:28]=2[CH2:29][CH2:30][C@H:31]([CH3:40])[N:32]3[C:36]([O:38][CH3:39])=[O:37])=[C:43]([C:49]#[N:50])[CH:44]=1. (5) Given the reactants [OH-:1].[K+].[C:3]1([CH2:9][C:10](=[O:14])[C:11]([OH:13])=[O:12])[CH:8]=[CH:7][CH:6]=[CH:5][CH:4]=1.[C:15]([OH:23])(=[O:22])[CH2:16][C:17](C(O)=O)=O.Cl.[NH2:25]O.Cl, predict the reaction product. The product is: [CH2:9]([C:10]([OH:14])([C:11]([OH:13])=[O:12])[CH2:17][C:16](=[N:25][OH:1])[C:15]([OH:23])=[O:22])[C:3]1[CH:8]=[CH:7][CH:6]=[CH:5][CH:4]=1.